Task: Predict the reaction yield, written as a fraction of the theoretical maximum amount of product (1.0 means a 100% yield; for example, 0.34 means a 34% yield).. Dataset: Reaction yield outcomes from USPTO patents with 853,638 reactions (1) The reactants are [F:1][C:2]1[CH:7]=[CH:6][C:5]([C:8]2[N:9]=[CH:10][N:11]([C:13]3[CH:14]=[N:15][CH:16]=[CH:17][CH:18]=3)[CH:12]=2)=[CH:4][CH:3]=1.C1C(=O)N([Br:26])C(=O)C1. The catalyst is C(Cl)Cl. The product is [Br:26][C:12]1[N:11]([C:13]2[CH:14]=[N:15][CH:16]=[CH:17][CH:18]=2)[CH:10]=[N:9][C:8]=1[C:5]1[CH:4]=[CH:3][C:2]([F:1])=[CH:7][CH:6]=1. The yield is 0.630. (2) The reactants are [CH:1]1([CH:7]([NH:26][C:27]2[CH:32]=[CH:31][C:30]([C:33]([N:35]([CH3:43])[CH2:36][CH2:37][C:38]([O:40]CC)=[O:39])=[O:34])=[CH:29][CH:28]=2)[C:8]2[O:9][C:10]3[CH:17]=[CH:16][C:15]([O:18][CH2:19][C:20]4[CH:25]=[CH:24][CH:23]=[CH:22][N:21]=4)=[CH:14][C:11]=3[C:12]=2[CH3:13])[CH2:6][CH2:5][CH2:4][CH2:3][CH2:2]1.[OH-].[Na+]. The catalyst is C(O)C. The product is [CH:1]1([CH:7]([NH:26][C:27]2[CH:28]=[CH:29][C:30]([C:33]([N:35]([CH3:43])[CH2:36][CH2:37][C:38]([OH:40])=[O:39])=[O:34])=[CH:31][CH:32]=2)[C:8]2[O:9][C:10]3[CH:17]=[CH:16][C:15]([O:18][CH2:19][C:20]4[CH:25]=[CH:24][CH:23]=[CH:22][N:21]=4)=[CH:14][C:11]=3[C:12]=2[CH3:13])[CH2:6][CH2:5][CH2:4][CH2:3][CH2:2]1. The yield is 0.410. (3) The reactants are [F:1][C:2]1[C:3]([C:22]2[N:26]([CH:27]3[CH2:32][CH2:31][O:30][CH2:29][CH2:28]3)[C:25]([CH3:33])=[N:24][CH:23]=2)=[N:4][C:5]([NH:8][CH:9]2[CH2:14][CH2:13][N:12]([C:15]([O:17]C(C)(C)C)=O)[CH2:11][CH2:10]2)=[N:6][CH:7]=1.[C:34]1([CH2:40]C(Cl)=O)[CH:39]=[CH:38][CH:37]=[CH:36][CH:35]=1. No catalyst specified. The product is [F:1][C:2]1[C:3]([C:22]2[N:26]([CH:27]3[CH2:28][CH2:29][O:30][CH2:31][CH2:32]3)[C:25]([CH3:33])=[N:24][CH:23]=2)=[N:4][C:5]([NH:8][CH:9]2[CH2:14][CH2:13][N:12]([C:15](=[O:17])[CH2:40][C:34]3[CH:39]=[CH:38][CH:37]=[CH:36][CH:35]=3)[CH2:11][CH2:10]2)=[N:6][CH:7]=1. The yield is 0.580. (4) The reactants are Cl[C:2]1[C:7]2[C:8](=[O:22])[N:9](CC3C=CC(OC)=CC=3OC)[CH2:10][C:6]=2[C:5]([F:23])=[C:4]([NH:24][C@@H:25]2[CH2:30][CH2:29][CH2:28][CH2:27][C@@H:26]2[NH:31]C(=O)OC(C)(C)C)[N:3]=1.[BrH:39]. The catalyst is CC(O)=O. The product is [NH2:31][C@H:26]1[CH2:27][CH2:28][CH2:29][CH2:30][C@H:25]1[NH:24][C:4]1[N:3]=[C:2]([Br:39])[C:7]2[C:8](=[O:22])[NH:9][CH2:10][C:6]=2[C:5]=1[F:23]. The yield is 0.300. (5) The reactants are [CH:1]([O:4][C:5]1[C:10]([O:11][CH3:12])=[CH:9][C:8](I)=[CH:7][C:6]=1[OH:14])([CH3:3])[CH3:2].[Si:15]([C:22]#[C:23][CH2:24][O:25][Si:26]([C:29]([CH3:32])([CH3:31])[CH3:30])([CH3:28])[CH3:27])([C:18]([CH3:21])([CH3:20])[CH3:19])([CH3:17])[CH3:16].[Cl-].[Li+].C(=O)([O-])[O-].[Na+].[Na+]. The catalyst is CN(C)C=O.C([O-])(=O)C.[Pd+2].C([O-])(=O)C. The product is [Si:15]([CH:22]1[C:23](=[CH:24][O:25][Si:26]([C:29]([CH3:32])([CH3:31])[CH3:30])([CH3:27])[CH3:28])[C:7]2[CH:8]=[CH:9][C:10]([O:11][CH3:12])=[C:5]([O:4][CH:1]([CH3:2])[CH3:3])[C:6]=2[O:14]1)([C:18]([CH3:21])([CH3:20])[CH3:19])([CH3:17])[CH3:16]. The yield is 0.960.